From a dataset of Experimentally validated miRNA-target interactions with 360,000+ pairs, plus equal number of negative samples. Binary Classification. Given a miRNA mature sequence and a target amino acid sequence, predict their likelihood of interaction. (1) Result: 1 (interaction). The miRNA is mmu-miR-466i-3p with sequence AUACACACACACAUACACACUA. The protein sequence of the target gene is MMLQHPGQVSASEVSATAIVPCLSPPGSLVFEDFANLTPFVKEELRFAIQNKHLCHRMSSALESVTVNNRPLEMSVTKSEAAPEEDERKRRRRERNKIAAAKCRNKKKEKTECLQKESEKLESVNAELKAQIEELKNEKQHLIYMLNLHRPTCIVRAQNGRTPEDERNLFIQQIKEGTLQS. (2) The protein sequence of the target gene is MSREAGSCRVGTGARARSRKPKKPHYIPRPWGKPYNYKCFQCPFTCLEKSHLYNHMKYSLCKDSLSLLLDSPDWACRRGSTTPRPHAPTPDRPGESDPGRQPQGARPTGAAPAPDLVVADIHSLHCGGGPKSRAKGSPGPPPPVARATRKGPGPSGLLPESWKPGMGGDPRGVGAGDMASAGPEGSVPCYPPPAPGEFPEAHSLHLSLLGVNYPLSPGLFSYLGPSLAAAAHVPFLASASPLLPPATAFPAVQPPQRPTPAPRLYYPLLLEHTLGLPAGKAALAKAPVSPRSPSGTPAPG.... The miRNA is mmu-miR-3473c with sequence UCUCUCCAGCCCCCAUAAUAAG. Result: 0 (no interaction).